Dataset: Full USPTO retrosynthesis dataset with 1.9M reactions from patents (1976-2016). Task: Predict the reactants needed to synthesize the given product. (1) Given the product [CH3:1][O:2][C:3]1[C:4]([CH3:35])=[C:5]([C:26]([O:33][CH3:34])=[C:27]([O:31][CH3:32])[C:28]=1[O:29][CH3:30])[CH2:6][C:7]1[CH:8]=[CH:9][C:10]([O:17][C:18]2[CH:23]=[CH:22][CH:21]=[C:20]([O:24][CH3:25])[CH:19]=2)=[C:11]([CH:16]=1)[C:12]([OH:14])=[O:13], predict the reactants needed to synthesize it. The reactants are: [CH3:1][O:2][C:3]1[C:4]([CH3:35])=[C:5]([C:26]([O:33][CH3:34])=[C:27]([O:31][CH3:32])[C:28]=1[O:29][CH3:30])[CH2:6][C:7]1[CH:8]=[CH:9][C:10]([O:17][C:18]2[CH:23]=[CH:22][CH:21]=[C:20]([O:24][CH3:25])[CH:19]=2)=[C:11]([CH:16]=1)[C:12]([O:14]C)=[O:13].Cl. (2) Given the product [F:40][C:2]1([F:1])[C@@H:7]([O:8][C:9]2[CH:16]=[CH:15][C:14]([C:17]3[N:22]=[C:21]([NH:23][C:24]4[CH:29]=[CH:28][C:27]([N:30]5[CH2:35][CH2:34][N:33]([CH:36]6[CH2:37][O:38][CH2:39]6)[CH2:32][CH2:31]5)=[CH:26][CH:25]=4)[N:20]=[CH:19][N:18]=3)=[CH:13][C:10]=2[C:11]#[N:12])[CH2:6][CH2:5][N:4]([C:80]([C@@H:78]2[CH2:77][S:76][C:75](=[O:74])[NH:79]2)=[O:81])[CH2:3]1, predict the reactants needed to synthesize it. The reactants are: [F:1][C:2]1([F:40])[C@@H:7]([O:8][C:9]2[CH:16]=[CH:15][C:14]([C:17]3[N:22]=[C:21]([NH:23][C:24]4[CH:29]=[CH:28][C:27]([N:30]5[CH2:35][CH2:34][N:33]([CH:36]6[CH2:39][O:38][CH2:37]6)[CH2:32][CH2:31]5)=[CH:26][CH:25]=4)[N:20]=[CH:19][N:18]=3)=[CH:13][C:10]=2[C:11]#[N:12])[CH2:6][CH2:5][NH:4][CH2:3]1.CN(C(ON1N=NC2C=CC=NC1=2)=[N+](C)C)C.F[P-](F)(F)(F)(F)F.CCN(C(C)C)C(C)C.[O:74]=[C:75]1[NH:79][C@H:78]([C:80](O)=[O:81])[CH2:77][S:76]1. (3) Given the product [CH2:18]([O:17][C:15](=[O:16])[NH:14][CH:11]1[CH2:12][CH2:13][NH:8][CH2:9][CH:10]1[F:25])[C:19]1[CH:20]=[CH:21][CH:22]=[CH:23][CH:24]=1, predict the reactants needed to synthesize it. The reactants are: C(OC([N:8]1[CH2:13][CH2:12][CH:11]([NH:14][C:15]([O:17][CH2:18][C:19]2[CH:24]=[CH:23][CH:22]=[CH:21][CH:20]=2)=[O:16])[CH:10]([F:25])[CH2:9]1)=O)(C)(C)C. (4) The reactants are: [CH3:1][O:2][C:3](=[O:11])[C:4]1[CH:9]=[CH:8][C:7]([NH2:10])=[CH:6][CH:5]=1.[Cl:12][C:13]1[CH:14]=[C:15]([CH:18]=[CH:19][C:20]=1[F:21])[CH:16]=O.[C:22]([C:25]1[CH:30]=[CH:29][CH:28]=[CH:27][CH:26]=1)([CH3:24])=[CH2:23].F[C:32](F)(F)S([O-])(=O)=O.[Yb+3].FC(F)(F)S([O-])(=O)=O.FC(F)(F)S([O-])(=O)=O. Given the product [CH2:1]([O:2][C:3]([C:4]1[CH:5]=[C:6]2[C:7](=[CH:8][CH:9]=1)[NH:10][CH:16]([C:15]1[CH:18]=[CH:19][C:20]([F:21])=[C:13]([Cl:12])[CH:14]=1)[CH2:23][C:22]2([CH3:24])[C:25]1[CH:30]=[CH:29][CH:28]=[CH:27][CH:26]=1)=[O:11])[CH3:32], predict the reactants needed to synthesize it. (5) Given the product [C:50]([O:49][C:48]([NH:47][C@H:34]1[C@H:35]([O:39][Si:40]([C:43]([CH3:46])([CH3:45])[CH3:44])([CH3:42])[CH3:41])[C@@H:36]([CH3:38])[CH2:37][N:32]([C:31]2[CH:30]=[CH:29][N:28]=[CH:27][C:26]=2[NH:25][C:22]([C:10]2[C:11]3=[N:12][CH:13]=[C:14]([CH2:18][CH2:19][CH2:20][F:21])[CH:15]=[C:16]3[O:17][C:9]=2[NH:8][C:6](=[O:7])[O:5][C:1]([CH3:4])([CH3:2])[CH3:3])=[O:24])[CH2:33]1)=[O:54])([CH3:51])([CH3:52])[CH3:53], predict the reactants needed to synthesize it. The reactants are: [C:1]([O:5][C:6]([NH:8][C:9]1[O:17][C:16]2[C:11](=[N:12][CH:13]=[C:14]([CH2:18][CH2:19][CH2:20][F:21])[CH:15]=2)[C:10]=1[C:22]([OH:24])=O)=[O:7])([CH3:4])([CH3:3])[CH3:2].[NH2:25][C:26]1[CH:27]=[N:28][CH:29]=[CH:30][C:31]=1[N:32]1[CH2:37][C@H:36]([CH3:38])[C@@H:35]([O:39][Si:40]([C:43]([CH3:46])([CH3:45])[CH3:44])([CH3:42])[CH3:41])[C@H:34]([NH:47][C:48](=[O:54])[O:49][C:50]([CH3:53])([CH3:52])[CH3:51])[CH2:33]1.NC1C=NC=CC=1N1C[C@H](C(F)(F)F)C[C@H](NC(=O)OC(C)(C)C)C1.